Dataset: Catalyst prediction with 721,799 reactions and 888 catalyst types from USPTO. Task: Predict which catalyst facilitates the given reaction. Reactant: Cl[CH2:2][CH2:3][CH2:4][CH2:5][O:6][C:7]1[CH:16]=[C:15]2[C:10]([CH:11]=[CH:12][C:13](=[O:22])[N:14]2[CH2:17][O:18][C:19](=[O:21])[CH3:20])=[CH:9][CH:8]=1.Cl.[S:24]1[CH:28]=[CH:27][C:26]2[C:29]([N:33]3[CH2:38][CH2:37][NH:36][CH2:35][CH2:34]3)=[CH:30][CH:31]=[CH:32][C:25]1=2.C(=O)([O-])[O-].[K+].[K+].[I-].[Na+].[Cl-].[NH4+]. Product: [S:24]1[CH:28]=[CH:27][C:26]2[C:29]([N:33]3[CH2:38][CH2:37][N:36]([CH2:2][CH2:3][CH2:4][CH2:5][O:6][C:7]4[CH:16]=[C:15]5[C:10]([CH:11]=[CH:12][C:13](=[O:22])[N:14]5[CH2:17][O:18][C:19](=[O:21])[CH3:20])=[CH:9][CH:8]=4)[CH2:35][CH2:34]3)=[CH:30][CH:31]=[CH:32][C:25]1=2. The catalyst class is: 3.